Dataset: NCI-60 drug combinations with 297,098 pairs across 59 cell lines. Task: Regression. Given two drug SMILES strings and cell line genomic features, predict the synergy score measuring deviation from expected non-interaction effect. Drug 1: C(=O)(N)NO. Drug 2: CCCCCOC(=O)NC1=NC(=O)N(C=C1F)C2C(C(C(O2)C)O)O. Cell line: SK-MEL-28. Synergy scores: CSS=-4.33, Synergy_ZIP=2.07, Synergy_Bliss=2.25, Synergy_Loewe=-2.76, Synergy_HSA=-1.85.